This data is from Forward reaction prediction with 1.9M reactions from USPTO patents (1976-2016). The task is: Predict the product of the given reaction. (1) Given the reactants [C:1]1([CH:7]([NH:14][CH:15]2[CH2:20][CH2:19][N:18]([CH2:21][CH2:22][CH2:23][NH2:24])[CH2:17][CH2:16]2)[C:8]2[CH:13]=[CH:12][CH:11]=[CH:10][CH:9]=2)[CH:6]=[CH:5][CH:4]=[CH:3][CH:2]=1.Cl[C:26]1[CH:27]=[CH:28][C:29]2[N:30]([CH:32]=[C:33]([C:35]([CH3:42])([CH3:41])[C:36]([O:38][CH2:39][CH3:40])=[O:37])[N:34]=2)[N:31]=1.C(=O)(O)[O-].[Na+], predict the reaction product. The product is: [C:1]1([CH:7]([NH:14][CH:15]2[CH2:20][CH2:19][N:18]([CH2:21][CH2:22][CH2:23][NH:24][C:26]3[CH:27]=[CH:28][C:29]4[N:30]([CH:32]=[C:33]([C:35]([CH3:41])([CH3:42])[C:36]([O:38][CH2:39][CH3:40])=[O:37])[N:34]=4)[N:31]=3)[CH2:17][CH2:16]2)[C:8]2[CH:13]=[CH:12][CH:11]=[CH:10][CH:9]=2)[CH:6]=[CH:5][CH:4]=[CH:3][CH:2]=1. (2) Given the reactants [CH3:1][C:2]1[N:11]=[C:10]([C:12]2[CH:17]=[CH:16][C:15]([C:18]3[N:22]([CH3:23])[CH:21]=[N:20][CH:19]=3)=[CH:14][CH:13]=2)[C:9]2[CH2:8][CH2:7][C@H:6]3[C@H:24]([CH3:31])[C:25](=[O:30])[CH:26]([C:28]#[N:29])[CH2:27][C@:5]3([C:32]3[CH:37]=[CH:36][CH:35]=[CH:34][CH:33]=3)[C:4]=2[N:3]=1.ClC1C(=O)C(C#N)=C(C#N)C(=O)C=1Cl, predict the reaction product. The product is: [CH3:1][C:2]1[N:11]=[C:10]([C:12]2[CH:13]=[CH:14][C:15]([C:18]3[N:22]([CH3:23])[CH:21]=[N:20][CH:19]=3)=[CH:16][CH:17]=2)[C:9]2[CH2:8][CH2:7][C@H:6]3[C@H:24]([CH3:31])[C:25](=[O:30])[C:26]([C:28]#[N:29])=[CH:27][C@:5]3([C:32]3[CH:37]=[CH:36][CH:35]=[CH:34][CH:33]=3)[C:4]=2[N:3]=1.